From a dataset of Retrosynthesis with 50K atom-mapped reactions and 10 reaction types from USPTO. Predict the reactants needed to synthesize the given product. Given the product CCOC(=O)N1CCC(N=CC(C)=O)CC1, predict the reactants needed to synthesize it. The reactants are: CC(=O)C=O.CCOC(=O)N1CCC(N)CC1.